Task: Regression. Given two drug SMILES strings and cell line genomic features, predict the synergy score measuring deviation from expected non-interaction effect.. Dataset: NCI-60 drug combinations with 297,098 pairs across 59 cell lines (1) Drug 1: C1=NC2=C(N=C(N=C2N1C3C(C(C(O3)CO)O)O)F)N. Drug 2: C1=NC2=C(N=C(N=C2N1C3C(C(C(O3)CO)O)F)Cl)N. Cell line: UACC62. Synergy scores: CSS=2.03, Synergy_ZIP=-0.803, Synergy_Bliss=-0.262, Synergy_Loewe=0.224, Synergy_HSA=-0.625. (2) Drug 1: CC12CCC3C(C1CCC2=O)CC(=C)C4=CC(=O)C=CC34C. Drug 2: CCC1=CC2CC(C3=C(CN(C2)C1)C4=CC=CC=C4N3)(C5=C(C=C6C(=C5)C78CCN9C7C(C=CC9)(C(C(C8N6C)(C(=O)OC)O)OC(=O)C)CC)OC)C(=O)OC.C(C(C(=O)O)O)(C(=O)O)O. Cell line: 786-0. Synergy scores: CSS=34.5, Synergy_ZIP=0.0366, Synergy_Bliss=-1.69, Synergy_Loewe=-6.65, Synergy_HSA=0.402. (3) Drug 1: CC1=CC2C(CCC3(C2CCC3(C(=O)C)OC(=O)C)C)C4(C1=CC(=O)CC4)C. Drug 2: CC1CCCC2(C(O2)CC(NC(=O)CC(C(C(=O)C(C1O)C)(C)C)O)C(=CC3=CSC(=N3)C)C)C. Cell line: NCI-H522. Synergy scores: CSS=0.377, Synergy_ZIP=-1.08, Synergy_Bliss=-3.32, Synergy_Loewe=-8.09, Synergy_HSA=-3.83.